From a dataset of Forward reaction prediction with 1.9M reactions from USPTO patents (1976-2016). Predict the product of the given reaction. (1) Given the reactants [CH:1]1([C:7]2[C:15]3[C:10](=[CH:11][CH:12]=[C:13]([C:16]([O:18][CH3:19])=[O:17])[CH:14]=3)[NH:9][C:8]=2[Si](C)(C)C)[CH2:6][CH2:5][CH2:4][CH2:3][CH2:2]1.[Br:24]N1C(=O)CCC1=O, predict the reaction product. The product is: [Br:24][C:8]1[NH:9][C:10]2[C:15]([C:7]=1[CH:1]1[CH2:6][CH2:5][CH2:4][CH2:3][CH2:2]1)=[CH:14][C:13]([C:16]([O:18][CH3:19])=[O:17])=[CH:12][CH:11]=2. (2) Given the reactants C([Sn](CCCC)(CCCC)[C:6]1[CH2:7][O:8][C:9]([C:15]2[CH:20]=[C:19]([Cl:21])[CH:18]=[C:17]([Cl:22])[CH:16]=2)([C:11]([F:14])([F:13])[F:12])[CH:10]=1)CCC.[C:31]([O:35][C:36](=[O:45])[C:37]1[CH:42]=[CH:41][C:40](Br)=[CH:39][C:38]=1[CH3:44])([CH3:34])([CH3:33])[CH3:32].[Cl-].[Li+], predict the reaction product. The product is: [C:31]([O:35][C:36](=[O:45])[C:37]1[CH:42]=[CH:41][C:40]([C:6]2[CH2:7][O:8][C:9]([C:15]3[CH:16]=[C:17]([Cl:22])[CH:18]=[C:19]([Cl:21])[CH:20]=3)([C:11]([F:12])([F:14])[F:13])[CH:10]=2)=[CH:39][C:38]=1[CH3:44])([CH3:34])([CH3:33])[CH3:32]. (3) Given the reactants [F:1][C:2]1[CH:7]=[CH:6][C:5]([C@:8]2([CH2:32][C:33]([CH3:37])([CH3:36])[C:34]#[N:35])[O:13][C:12](=[O:14])[N:11]([C@H:15]([C:17]3[CH:22]=[CH:21][C:20](B4OC(C)(C)C(C)(C)O4)=[CH:19][CH:18]=3)[CH3:16])[CH2:10][CH2:9]2)=[CH:4][CH:3]=1.Br[C:39]1[CH:40]=[CH:41][C:42](=[O:46])[N:43]([CH3:45])[CH:44]=1, predict the reaction product. The product is: [F:1][C:2]1[CH:3]=[CH:4][C:5]([C@:8]2([CH2:32][C:33]([CH3:36])([CH3:37])[C:34]#[N:35])[O:13][C:12](=[O:14])[N:11]([C@H:15]([C:17]3[CH:22]=[CH:21][C:20]([C:39]4[CH:40]=[CH:41][C:42](=[O:46])[N:43]([CH3:45])[CH:44]=4)=[CH:19][CH:18]=3)[CH3:16])[CH2:10][CH2:9]2)=[CH:6][CH:7]=1. (4) Given the reactants C(O[CH:5]1[N:11]=[C:10]([C:12]2[CH:17]=[CH:16][CH:15]=[CH:14][C:13]=2[F:18])[C:9]2[CH:19]=[CH:20][CH:21]=[C:22]([Cl:23])[C:8]=2[NH:7][C:6]1=[O:24])(=O)C.[I-].[Na+].[C:27]1(=[O:37])[NH:31][C:30](=[O:32])[C:29]2=[CH:33][CH:34]=[CH:35][CH:36]=[C:28]12.[K], predict the reaction product. The product is: [C:27]1(=[O:37])[N:31]([CH:5]2[N:11]=[C:10]([C:12]3[CH:17]=[CH:16][CH:15]=[CH:14][C:13]=3[F:18])[C:9]3[CH:19]=[CH:20][CH:21]=[C:22]([Cl:23])[C:8]=3[NH:7][C:6]2=[O:24])[C:30](=[O:32])[C:29]2=[CH:33][CH:34]=[CH:35][CH:36]=[C:28]12. (5) The product is: [NH2:29][C:26]1[CH:27]=[CH:28][C:23]([CH2:22][CH:5]([C:6]([NH:8][S:9]([C:12]2[CH:21]=[CH:20][C:19]3[C:14](=[CH:15][CH:16]=[CH:17][CH:18]=3)[CH:13]=2)(=[O:11])=[O:10])=[O:7])[C:4]([N:3]([CH2:1][CH3:2])[CH2:33][CH3:34])=[O:32])=[CH:24][CH:25]=1. Given the reactants [CH2:1]([N:3]([CH2:33][CH3:34])[C:4](=[O:32])[CH:5]([CH2:22][C:23]1[CH:28]=[CH:27][C:26]([N+:29]([O-])=O)=[CH:25][CH:24]=1)[C:6]([NH:8][S:9]([C:12]1[CH:21]=[CH:20][C:19]2[C:14](=[CH:15][CH:16]=[CH:17][CH:18]=2)[CH:13]=1)(=[O:11])=[O:10])=[O:7])[CH3:2].C(OCC)(=O)C, predict the reaction product. (6) Given the reactants Br[CH2:2][C:3]1[CH:4]=[C:5]([CH:8]=[CH:9][C:10]=1[CH:11]1[C:16]2[C:17](=[O:20])[CH2:18][CH2:19][C:15]=2[N:14]([C:21]2[CH:26]=[CH:25][CH:24]=[C:23]([C:27]([F:30])([F:29])[F:28])[CH:22]=2)[C:13](=[O:31])[N:12]1[CH3:32])[C:6]#[N:7].C(=O)([O-])[O-].[K+].[K+].[NH2:39][CH:40]1[CH2:45][CH2:44][O:43][CH2:42][CH2:41]1, predict the reaction product. The product is: [CH3:32][N:12]1[C@H:11]([C:10]2[CH:9]=[CH:8][C:5]([C:6]#[N:7])=[CH:4][C:3]=2[CH2:2][NH:39][CH:40]2[CH2:45][CH2:44][O:43][CH2:42][CH2:41]2)[C:16]2[C:17](=[O:20])[CH2:18][CH2:19][C:15]=2[N:14]([C:21]2[CH:26]=[CH:25][CH:24]=[C:23]([C:27]([F:29])([F:30])[F:28])[CH:22]=2)[C:13]1=[O:31]. (7) The product is: [C:14]1([CH2:20][C:21]([Cl:1])=[N:22][OH:23])[CH:19]=[CH:18][CH:17]=[CH:16][CH:15]=1. Given the reactants [Cl:1]N1C(=O)CCC1=O.CN(C=O)C.[C:14]1([CH2:20][CH:21]=[N:22][OH:23])[CH:19]=[CH:18][CH:17]=[CH:16][CH:15]=1.C(OCC)C, predict the reaction product. (8) Given the reactants [CH2:1]([CH:4]1[CH:30]=[C:29]([CH3:31])[CH2:28][CH:27]([CH3:32])[CH2:26][CH:25]([O:33][CH3:34])[CH:24]2[O:35][C:20]([OH:39])([CH:21]([CH3:38])[CH2:22][CH:23]2[O:36][CH3:37])[C:19](=[O:40])[C:18](=[O:41])[N:17]2[CH:12]([CH2:13][CH2:14][CH2:15][CH2:16]2)[C:11](=[O:42])[O:10][CH:9]([C:43]([CH3:54])=[CH:44][CH:45]2[CH2:50][CH2:49][CH:48]([OH:51])[CH:47]([O:52][CH3:53])[CH2:46]2)[CH:8]([CH3:55])[CH:7]([OH:56])[CH2:6][C:5]1=[O:57])[CH:2]=[CH2:3].C([Si](C1C=CC=CC=1)(C1C=CC=CC=1)[O:63][C:64](=[O:74])[CH2:65][CH2:66][CH2:67][CH2:68][CH2:69][CH2:70][C:71](O)=[O:72])(C)(C)C.Cl.CN(C)CCCN=C=NCC.F, predict the reaction product. The product is: [CH2:1]([CH:4]1[CH:30]=[C:29]([CH3:31])[CH2:28][CH:27]([CH3:32])[CH2:26][CH:25]([O:33][CH3:34])[CH:24]2[O:35][C:20]([OH:39])([CH:21]([CH3:38])[CH2:22][CH:23]2[O:36][CH3:37])[C:19](=[O:40])[C:18](=[O:41])[N:17]2[CH:12]([CH2:13][CH2:14][CH2:15][CH2:16]2)[C:11](=[O:42])[O:10][CH:9]([C:43]([CH3:54])=[CH:44][CH:45]2[CH2:50][CH2:49][CH:48]([O:51][C:71](=[O:72])[CH2:70][CH2:69][CH2:68][CH2:67][CH2:66][CH2:65][C:64]([OH:74])=[O:63])[CH:47]([O:52][CH3:53])[CH2:46]2)[CH:8]([CH3:55])[CH:7]([OH:56])[CH2:6][C:5]1=[O:57])[CH:2]=[CH2:3]. (9) The product is: [F:1][C:2]1[CH:30]=[CH:29][C:5]2[N:6]([CH:10]3[CH2:15][CH2:14][N:13]([C:16]4([CH3:28])[CH2:20][CH2:19][N:18]([C:21]([O:23][CH2:35][C:34]#[CH:33])=[O:22])[CH2:17]4)[CH2:12][CH2:11]3)[C:7](=[O:9])[NH:8][C:4]=2[CH:3]=1. Given the reactants [F:1][C:2]1[CH:30]=[CH:29][C:5]2[N:6]([CH:10]3[CH2:15][CH2:14][N:13]([C:16]4([CH3:28])[CH2:20][CH2:19][N:18]([C:21]([O:23]C(C)(C)C)=[O:22])[CH2:17]4)[CH2:12][CH2:11]3)[C:7](=[O:9])[NH:8][C:4]=2[CH:3]=1.C(Cl)(=O)O[CH2:33][C:34]#[CH:35], predict the reaction product.